From a dataset of Catalyst prediction with 721,799 reactions and 888 catalyst types from USPTO. Predict which catalyst facilitates the given reaction. (1) Reactant: [Br:1][C:2]1[CH:3]=[CH:4][C:5]([O:19]C)=[C:6]([CH2:8][CH2:9][C:10]2[C:17]([Cl:18])=[CH:16][CH:15]=[CH:14][C:11]=2[C:12]#[N:13])[CH:7]=1.B(Br)(Br)Br. Product: [Br:1][C:2]1[CH:3]=[CH:4][C:5]([OH:19])=[C:6]([CH2:8][CH2:9][C:10]2[C:17]([Cl:18])=[CH:16][CH:15]=[CH:14][C:11]=2[C:12]#[N:13])[CH:7]=1. The catalyst class is: 2. (2) Reactant: C([O:3][C:4](=[O:20])[C:5]([CH3:19])([CH3:18])[CH2:6][CH2:7][CH2:8][CH2:9][O:10][CH2:11][C:12]1[CH:17]=[CH:16][CH:15]=[CH:14][CH:13]=1)C.[OH-].[K+].O. Product: [CH2:11]([O:10][CH2:9][CH2:8][CH2:7][CH2:6][C:5]([CH3:19])([CH3:18])[C:4]([OH:20])=[O:3])[C:12]1[CH:17]=[CH:16][CH:15]=[CH:14][CH:13]=1. The catalyst class is: 8. (3) Reactant: [C:1]([O:4][CH2:5][C:6]1[CH:7]=[CH:8][C:9]([CH2:13][C:14]2[CH:19]=[CH:18][C:17]([CH2:20][CH3:21])=[CH:16][CH:15]=2)=[C:10]([OH:12])[CH:11]=1)(=[O:3])[CH3:2].[CH2:22](Br)[C:23]1[CH:28]=[CH:27][CH:26]=[CH:25][CH:24]=1.C(=O)([O-])[O-].[K+].[K+].O. Product: [C:1]([O:4][CH2:5][C:6]1[CH:7]=[CH:8][C:9]([CH2:13][C:14]2[CH:15]=[CH:16][C:17]([CH2:20][CH3:21])=[CH:18][CH:19]=2)=[C:10]([O:12][CH2:22][C:23]2[CH:28]=[CH:27][CH:26]=[CH:25][CH:24]=2)[CH:11]=1)(=[O:3])[CH3:2]. The catalyst class is: 42. (4) Reactant: [Cl:1][C:2]1[CH:10]=[C:9]2[C:5]([CH:6]=[CH:7][NH:8]2)=[CH:4][CH:3]=1.Cl.[CH3:12][NH:13][CH3:14].C=O.[CH2:17](O)CCC. Product: [Cl:1][C:2]1[CH:10]=[C:9]2[C:5]([C:6]([CH2:12][N:13]([CH3:17])[CH3:14])=[CH:7][NH:8]2)=[CH:4][CH:3]=1. The catalyst class is: 13. (5) Reactant: Cl[P:2]([C:9]1[CH:14]=[CH:13][CH:12]=[CH:11][CH:10]=1)[C:3]1[CH:8]=[CH:7][CH:6]=[CH:5][CH:4]=1.C(N([CH2:20][CH3:21])CC)C.[CH3:22][O:23][CH2:24][CH2:25][NH2:26].C(Cl)Cl. The catalyst class is: 11. Product: [P:2]([N:26]([P:2]([C:21]1[CH:20]=[CH:14][CH:9]=[CH:10][CH:11]=1)[C:3]1[CH:8]=[CH:7][CH:6]=[CH:5][CH:4]=1)[CH2:25][CH2:24][O:23][CH3:22])([C:9]1[CH:14]=[CH:13][CH:12]=[CH:11][CH:10]=1)[C:3]1[CH:8]=[CH:7][CH:6]=[CH:5][CH:4]=1. (6) Reactant: [CH3:1][O:2][C:3]1[CH:8]=[CH:7][C:6]([CH:9]([CH2:13][CH3:14])[C:10]([OH:12])=O)=[CH:5][CH:4]=1.[NH2:15][C:16]1[S:17][C:18]([C:21]([O:23][CH2:24][CH3:25])=[O:22])=[CH:19][N:20]=1.CCN(C(C)C)C(C)C.CN(C(ON1N=NC2C=CC=NC1=2)=[N+](C)C)C.F[P-](F)(F)(F)(F)F. Product: [CH3:1][O:2][C:3]1[CH:4]=[CH:5][C:6]([CH:9]([CH2:13][CH3:14])[C:10]([NH:15][C:16]2[S:17][C:18]([C:21]([O:23][CH2:24][CH3:25])=[O:22])=[CH:19][N:20]=2)=[O:12])=[CH:7][CH:8]=1. The catalyst class is: 3.